This data is from Catalyst prediction with 721,799 reactions and 888 catalyst types from USPTO. The task is: Predict which catalyst facilitates the given reaction. (1) Reactant: [H-].[Na+].[CH3:3][C:4]12[C:15](=[O:16])[NH:14][C:12]3[C:13]1=[C:8]([CH:9]=[CH:10][CH:11]=3)[NH:7][C:6](=[O:17])[CH2:5]2.Br[CH2:19][C:20]([O:22][C:23]([CH3:26])([CH3:25])[CH3:24])=[O:21]. Product: [CH3:3][C:4]12[C:15](=[O:16])[N:14]([CH2:19][C:20]([O:22][C:23]([CH3:26])([CH3:25])[CH3:24])=[O:21])[C:12]3[C:13]1=[C:8]([CH:9]=[CH:10][CH:11]=3)[NH:7][C:6](=[O:17])[CH2:5]2. The catalyst class is: 3. (2) Reactant: [C:1](Cl)(=O)[C:2]([Cl:4])=[O:3].[Cl:7][S:8]([C:11]1[S:15][CH:14]=C(C(O)=O)[CH:12]=1)(=[O:10])=[O:9].CN(C=O)C. Product: [Cl:7][S:8]([C:11]1[S:15][CH:14]=[C:1]([C:2]([Cl:4])=[O:3])[CH:12]=1)(=[O:10])=[O:9]. The catalyst class is: 4. (3) Reactant: [H-].[Na+].[Cl:3][C:4]1[CH:13]=[C:12]2[C:7]([C:8](=O)[CH2:9][CH:10]=[N:11]2)=[CH:6][CH:5]=1.[C:15]([O:19][C:20]([N:22]1[CH2:27][CH2:26][NH:25][CH:24]([CH3:28])[CH2:23]1)=[O:21])([CH3:18])([CH3:17])[CH3:16]. Product: [C:15]([O:19][C:20]([N:22]1[CH2:27][CH2:26][N:25]([C:8]2[C:7]3[C:12](=[CH:13][C:4]([Cl:3])=[CH:5][CH:6]=3)[N:11]=[CH:10][CH:9]=2)[CH:24]([CH3:28])[CH2:23]1)=[O:21])([CH3:18])([CH3:16])[CH3:17]. The catalyst class is: 3.